From a dataset of Full USPTO retrosynthesis dataset with 1.9M reactions from patents (1976-2016). Predict the reactants needed to synthesize the given product. Given the product [CH3:3][CH:2]1[O:12][C:5]([C:6]2[CH:11]=[CH:10][CH:9]=[CH:8][CH:7]=2)=[N:4][CH2:1]1, predict the reactants needed to synthesize it. The reactants are: [CH2:1]([NH:4][C:5](=[O:12])[C:6]1[CH:11]=[CH:10][CH:9]=[CH:8][CH:7]=1)[CH:2]=[CH2:3].S(=O)(=O)(O)O.